Regression. Given two drug SMILES strings and cell line genomic features, predict the synergy score measuring deviation from expected non-interaction effect. From a dataset of NCI-60 drug combinations with 297,098 pairs across 59 cell lines. (1) Drug 1: CNC(=O)C1=CC=CC=C1SC2=CC3=C(C=C2)C(=NN3)C=CC4=CC=CC=N4. Drug 2: C1=CN(C(=O)N=C1N)C2C(C(C(O2)CO)O)O.Cl. Cell line: UACC-257. Synergy scores: CSS=0.640, Synergy_ZIP=-0.578, Synergy_Bliss=0.972, Synergy_Loewe=-0.993, Synergy_HSA=-1.31. (2) Drug 1: C1=CC(=CC=C1CCCC(=O)O)N(CCCl)CCCl. Drug 2: COC1=NC(=NC2=C1N=CN2C3C(C(C(O3)CO)O)O)N. Cell line: NCI/ADR-RES. Synergy scores: CSS=3.01, Synergy_ZIP=1.25, Synergy_Bliss=7.08, Synergy_Loewe=-6.14, Synergy_HSA=1.54.